Dataset: Forward reaction prediction with 1.9M reactions from USPTO patents (1976-2016). Task: Predict the product of the given reaction. (1) Given the reactants [F:1][CH2:2][CH2:3][N:4]1[C:9](=[O:10])[C:8]2[C:11]([C:32]3[CH:37]=[CH:36][CH:35]=[CH:34][CH:33]=3)=[C:12]([C:14]3[CH:19]=[CH:18][C:17]([C:20]4([NH:24]C(=O)OC(C)(C)C)[CH2:23][CH2:22][CH2:21]4)=[CH:16][CH:15]=3)[O:13][C:7]=2[N:6]=[C:5]1[NH:38][CH2:39][CH2:40][OH:41], predict the reaction product. The product is: [NH2:24][C:20]1([C:17]2[CH:16]=[CH:15][C:14]([C:12]3[O:13][C:7]4[N:6]=[C:5]([NH:38][CH2:39][CH2:40][OH:41])[N:4]([CH2:3][CH2:2][F:1])[C:9](=[O:10])[C:8]=4[C:11]=3[C:32]3[CH:33]=[CH:34][CH:35]=[CH:36][CH:37]=3)=[CH:19][CH:18]=2)[CH2:21][CH2:22][CH2:23]1. (2) Given the reactants C(Cl)(=O)C(Cl)=O.CS(C)=O.[CH:11]([Si:14]([CH:31]([CH3:33])[CH3:32])([CH:28]([CH3:30])[CH3:29])[O:15][C@@H:16]1[C:22]2=[N:23][CH:24]=[CH:25][CH:26]=[C:21]2[CH2:20][C@@H:19]([OH:27])[CH2:18][CH2:17]1)([CH3:13])[CH3:12].C(N(CC)CC)C, predict the reaction product. The product is: [CH:31]([Si:14]([CH:11]([CH3:13])[CH3:12])([CH:28]([CH3:30])[CH3:29])[O:15][C@@H:16]1[C:22]2=[N:23][CH:24]=[CH:25][CH:26]=[C:21]2[CH2:20][C:19](=[O:27])[CH2:18][CH2:17]1)([CH3:33])[CH3:32]. (3) Given the reactants [N:1]1([C:5]([C:7]2[O:8][C:9]3[C:15]([N:16]4[CH2:21][CH2:20][NH:19][CH2:18][CH2:17]4)=[CH:14][CH:13]=[CH:12][C:10]=3[CH:11]=2)=[O:6])[CH2:4][CH2:3][CH2:2]1.[CH3:22][O:23][C:24]1[CH:29]=[CH:28][CH:27]=[C:26]([CH:30]=[CH2:31])[N:25]=1.C(O)(=O)C, predict the reaction product. The product is: [N:1]1([C:5]([C:7]2[O:8][C:9]3[C:15]([N:16]4[CH2:17][CH2:18][N:19]([CH2:31][CH2:30][C:26]5[CH:27]=[CH:28][CH:29]=[C:24]([O:23][CH3:22])[N:25]=5)[CH2:20][CH2:21]4)=[CH:14][CH:13]=[CH:12][C:10]=3[CH:11]=2)=[O:6])[CH2:4][CH2:3][CH2:2]1. (4) Given the reactants [C:1]([N:3]=[C:4]([NH:7][CH:8]([C:10]1[CH:15]=[CH:14][C:13]([Cl:16])=[CH:12][C:11]=1[Cl:17])[CH3:9])[CH2:5][CH3:6])#[N:2].[H-].[Na+].I[CH3:21], predict the reaction product. The product is: [C:1]([N:3]=[C:4]([N:7]([CH:8]([C:10]1[CH:15]=[CH:14][C:13]([Cl:16])=[CH:12][C:11]=1[Cl:17])[CH3:9])[CH3:21])[CH2:5][CH3:6])#[N:2]. (5) Given the reactants [C:1]([C:3]1[CH:4]=[C:5]2[C:9](=[CH:10][CH:11]=1)[N:8]([S:12]([C:15]1[CH:20]=[CH:19][C:18]([O:21][CH3:22])=[CH:17][CH:16]=1)(=[O:14])=[O:13])[C:7](=[O:23])[C@@:6]2([NH:33][C:34]([CH:36]1[CH2:49][C:38]2([CH2:41][N:40](C(OC(C)(C)C)=O)[CH2:39]2)[CH2:37]1)=[O:35])[C:24]1[C:25]([O:30][CH2:31][CH3:32])=[N:26][CH:27]=[CH:28][CH:29]=1)#[N:2].C(O)(C(F)(F)F)=O.CO.C(Cl)Cl, predict the reaction product. The product is: [C:1]([C:3]1[CH:4]=[C:5]2[C:9](=[CH:10][CH:11]=1)[N:8]([S:12]([C:15]1[CH:16]=[CH:17][C:18]([O:21][CH3:22])=[CH:19][CH:20]=1)(=[O:13])=[O:14])[C:7](=[O:23])[C@@:6]2([NH:33][C:34]([CH:36]1[CH2:37][C:38]2([CH2:39][NH:40][CH2:41]2)[CH2:49]1)=[O:35])[C:24]1[C:25]([O:30][CH2:31][CH3:32])=[N:26][CH:27]=[CH:28][CH:29]=1)#[N:2]. (6) Given the reactants [C:1]([C:3]1[CH:23]=[C:22]([C:24]2[N:29]=[C:28]([NH:30][C:31]3[C:32]([C:37]([O:39][CH3:40])=[O:38])=[N:33][N:34]([CH3:36])[CH:35]=3)[N:27]=[CH:26][N:25]=2)[CH:21]=[CH:20][C:4]=1[O:5][C@H:6]1[CH2:11][CH2:10][N:9](C(OC(C)(C)C)=O)[CH2:8][C@H:7]1[F:19])#[N:2].FC(F)(F)C(O)=O, predict the reaction product. The product is: [C:1]([C:3]1[CH:23]=[C:22]([C:24]2[N:25]=[CH:26][N:27]=[C:28]([NH:30][C:31]3[C:32]([C:37]([O:39][CH3:40])=[O:38])=[N:33][N:34]([CH3:36])[CH:35]=3)[N:29]=2)[CH:21]=[CH:20][C:4]=1[O:5][C@H:6]1[CH2:11][CH2:10][NH:9][CH2:8][C@H:7]1[F:19])#[N:2]. (7) The product is: [CH3:1][N:2]1[CH2:7][CH2:6][N:5]([C:8]2[CH:9]=[C:10]([C:14](=[O:16])/[CH:15]=[CH:17]/[C:19]3[N:24]=[C:23](/[CH:25]=[CH:26]/[C:27]([O:29][C:30]([CH3:33])([CH3:32])[CH3:31])=[O:28])[CH:22]=[CH:21][CH:20]=3)[CH:11]=[CH:12][CH:13]=2)[CH2:4][CH2:3]1. Given the reactants [CH3:1][N:2]1[CH2:7][CH2:6][N:5]([C:8]2[CH:9]=[C:10]([C:14](=[O:16])[CH3:15])[CH:11]=[CH:12][CH:13]=2)[CH2:4][CH2:3]1.[CH:17]([C:19]1[N:24]=[C:23](/[CH:25]=[CH:26]/[C:27]([O:29][C:30]([CH3:33])([CH3:32])[CH3:31])=[O:28])[CH:22]=[CH:21][CH:20]=1)=O.[OH-].[K+], predict the reaction product. (8) Given the reactants [CH2:1]([N:7]1[C:12]2=[N:13][C:14]([C:24]3[CH:29]=[CH:28][C:27]([CH3:30])=[CH:26][CH:25]=3)=[C:15]([C:17]3[CH:22]=[CH:21][C:20]([CH3:23])=[CH:19][CH:18]=3)[N:16]=[C:11]2[CH2:10][CH2:9][CH2:8]1)[CH2:2][CH2:3][CH2:4][CH:5]=[CH2:6].C(=O)([O-])O.[K+].[Br:36][C:37](Br)=[N:38][OH:39], predict the reaction product. The product is: [Br:36][C:37]1[CH2:6][CH:5]([CH2:4][CH2:3][CH2:2][CH2:1][N:7]2[C:12]3=[N:13][C:14]([C:24]4[CH:29]=[CH:28][C:27]([CH3:30])=[CH:26][CH:25]=4)=[C:15]([C:17]4[CH:18]=[CH:19][C:20]([CH3:23])=[CH:21][CH:22]=4)[N:16]=[C:11]3[CH2:10][CH2:9][CH2:8]2)[O:39][N:38]=1. (9) Given the reactants F[C:2]1[C:7]([N+:8]([O-:10])=[O:9])=[CH:6][C:5]([NH:11][C:12]2[N:17]=[C:16]([N:18]3[CH:22]=[C:21]([CH:23]=[O:24])[C:20]([CH3:25])=[N:19]3)[CH:15]=[CH:14][N:13]=2)=[C:4]([O:26][CH3:27])[CH:3]=1.[NH:28]1[CH:32]=[CH:31][CH:30]=[N:29]1.C(=O)([O-])[O-].[Cs+].[Cs+], predict the reaction product. The product is: [CH3:27][O:26][C:4]1[CH:3]=[C:2]([N:28]2[CH:32]=[CH:31][CH:30]=[N:29]2)[C:7]([N+:8]([O-:10])=[O:9])=[CH:6][C:5]=1[NH:11][C:12]1[N:17]=[C:16]([N:18]2[CH:22]=[C:21]([CH:23]=[O:24])[C:20]([CH3:25])=[N:19]2)[CH:15]=[CH:14][N:13]=1.